Dataset: Forward reaction prediction with 1.9M reactions from USPTO patents (1976-2016). Task: Predict the product of the given reaction. Given the reactants [Cl:1][C:2]1[CH:7]=[CH:6][C:5]([C:8]([F:11])([F:10])[F:9])=[CH:4][CH:3]=1.NCCCCN.C([Li])CCC.CCCCCC.[C:29](=[O:31])=[O:30], predict the reaction product. The product is: [Cl:1][C:2]1[CH:3]=[CH:4][C:5]([C:8]([F:9])([F:10])[F:11])=[CH:6][C:7]=1[C:29]([OH:31])=[O:30].